From a dataset of Forward reaction prediction with 1.9M reactions from USPTO patents (1976-2016). Predict the product of the given reaction. (1) The product is: [Cl:3][C:4]1[CH:9]=[C:8]([I:1])[CH:7]=[C:6]([N+:10]([O-:12])=[O:11])[C:5]=1[NH:13][CH2:14][CH2:15][CH3:16]. Given the reactants [I:1]I.[Cl:3][C:4]1[CH:9]=[CH:8][CH:7]=[C:6]([N+:10]([O-:12])=[O:11])[C:5]=1[NH:13][CH2:14][CH2:15][CH3:16], predict the reaction product. (2) The product is: [CH3:2][O:3][N:4]([CH3:5])[C:13]([C:15]1[S:23][C:22]2[CH:21]=[CH:20][N:19]=[CH:18][C:17]=2[CH:16]=1)=[O:14]. Given the reactants Cl.[CH3:2][O:3][NH:4][CH3:5].C([Li])CCC.CO[C:13]([C:15]1[S:23][C:22]2[CH:21]=[CH:20][N:19]=[CH:18][C:17]=2[CH:16]=1)=[O:14].[NH4+].[Cl-], predict the reaction product. (3) Given the reactants [I:1][C:2]1[C:10]2[C:9]([O:11][CH2:12][CH:13]([CH3:15])[CH3:14])=[N:8][CH:7]=[N:6][C:5]=2[NH:4][CH:3]=1.[H-].[Na+].[C:18]1([CH3:28])[CH:23]=[CH:22][C:21]([S:24](Cl)(=[O:26])=[O:25])=[CH:20][CH:19]=1, predict the reaction product. The product is: [I:1][C:2]1[C:10]2[C:9]([O:11][CH2:12][CH:13]([CH3:15])[CH3:14])=[N:8][CH:7]=[N:6][C:5]=2[N:4]([S:24]([C:21]2[CH:22]=[CH:23][C:18]([CH3:28])=[CH:19][CH:20]=2)(=[O:26])=[O:25])[CH:3]=1. (4) Given the reactants CS(C)=O.Cl[C:6]1[CH:11]=[C:10]([O:12][CH2:13][C:14]#[C:15][CH3:16])[N:9]=[CH:8][N:7]=1.C(=O)([O-])[O-].[K+].[K+].[CH2:23]([NH2:25])[CH3:24], predict the reaction product. The product is: [CH2:13]([O:12][C:10]1[CH:11]=[C:6]([NH:25][CH2:23][CH3:24])[N:7]=[CH:8][N:9]=1)[C:14]#[C:15][CH3:16].